Dataset: Tox21: 12 toxicity assays (nuclear receptors and stress response pathways). Task: Binary classification across 12 toxicity assays. (1) The compound is Nc1ccc2c3c(cccc13)-c1ccccc1-2. It tested positive (active) for: NR-AhR (Aryl hydrocarbon Receptor agonist activity), and NR-ER (Estrogen Receptor agonist activity). (2) The molecule is CCOc1ccc2nc(N)sc2c1. It tested positive (active) for: NR-AhR (Aryl hydrocarbon Receptor agonist activity), NR-ER (Estrogen Receptor agonist activity), and SR-ATAD5 (ATAD5 genotoxicity (DNA damage)). (3) It tested positive (active) for: NR-AhR (Aryl hydrocarbon Receptor agonist activity), NR-ER (Estrogen Receptor agonist activity), and SR-ARE (Antioxidant Response Element (oxidative stress)). The compound is c1ccc(N=NNc2ccccc2)cc1. (4) The drug is CCCCN1C(=O)[C@@H]([C@H](O)C2CCCCC2)NC(=O)C12CCN(Cc1ccc(Oc3ccc(C(=O)O)cc3)cc1)CC2. It tested positive (active) for: SR-ARE (Antioxidant Response Element (oxidative stress)), and SR-p53 (p53 tumor suppressor activation). (5) The drug is O=C(O)c1nc(Cl)ccc1Cl. It tested positive (active) for: NR-AhR (Aryl hydrocarbon Receptor agonist activity). (6) The drug is Nc1c(Cl)cc([N+](=O)[O-])cc1Cl. It tested positive (active) for: SR-MMP (Mitochondrial Membrane Potential disruption). (7) The molecule is CC(C)NNC(=O)c1ccncc1. It tested positive (active) for: NR-ER (Estrogen Receptor agonist activity), and NR-ER-LBD (Estrogen Receptor Ligand Binding Domain agonist). (8) The molecule is O=C(c1ccccc1)c1ccc(O)cc1. It tested positive (active) for: NR-ER (Estrogen Receptor agonist activity), and SR-MMP (Mitochondrial Membrane Potential disruption).